From a dataset of Full USPTO retrosynthesis dataset with 1.9M reactions from patents (1976-2016). Predict the reactants needed to synthesize the given product. (1) Given the product [CH2:19]([O:18][C:16]([C:15]1[S:21][C:2]2[CH2:8][CH2:7][O:6][C:5]3[CH:9]=[CH:10][C:11]([Br:13])=[CH:12][C:4]=3[C:3]=2[N:22]=1)=[O:17])[CH3:20], predict the reactants needed to synthesize it. The reactants are: Br[CH:2]1[CH2:8][CH2:7][O:6][C:5]2[CH:9]=[CH:10][C:11]([Br:13])=[CH:12][C:4]=2[C:3]1=O.[C:15]([NH2:22])(=[S:21])[C:16]([O:18][CH2:19][CH3:20])=[O:17]. (2) Given the product [C:18]([C:14]1[CH:13]=[C:12]2[C:17](=[CH:16][CH:15]=1)[CH:8]([NH:7][C:6](=[O:21])[CH2:45][CH:44]([C:41]1[CH:40]=[CH:39][C:38]([F:37])=[CH:43][CH:42]=1)[NH:49][S:50]([C:53]1[CH:58]=[CH:57][CH:56]=[C:55]([C:59]([F:60])([F:62])[F:61])[CH:54]=1)(=[O:51])=[O:52])[CH2:9][CH2:10][CH2:11]2)(=[O:20])[CH3:19], predict the reactants needed to synthesize it. The reactants are: C(O[C:6](=[O:21])[NH:7][CH:8]1[C:17]2[C:12](=[CH:13][C:14]([C:18](=[O:20])[CH3:19])=[CH:15][CH:16]=2)[CH2:11][CH2:10][CH2:9]1)(C)(C)C.Cl.NC1CCCC2C=C(C(=O)C)C=CC1=2.[F:37][C:38]1[CH:43]=[CH:42][C:41]([CH:44]([NH:49][S:50]([C:53]2[CH:58]=[CH:57][CH:56]=[C:55]([C:59]([F:62])([F:61])[F:60])[CH:54]=2)(=[O:52])=[O:51])[CH2:45]C(O)=O)=[CH:40][CH:39]=1.C(Cl)CCl.C1C=CC2N(O)N=NC=2C=1.CCN(C(C)C)C(C)C. (3) Given the product [Cl:1][C:2]1[CH:3]=[C:4]2[C:8](=[CH:9][CH:10]=1)[N:7]([S:11]([C:14]1[CH:19]=[CH:18][C:17]([O:20][CH3:21])=[C:16]([N:22]3[CH2:27][CH2:26][N:25]([CH3:29])[CH2:24][CH2:23]3)[CH:15]=1)(=[O:13])=[O:12])[CH:6]=[C:5]2[CH3:28], predict the reactants needed to synthesize it. The reactants are: [Cl:1][C:2]1[CH:3]=[C:4]2[C:8](=[CH:9][CH:10]=1)[N:7]([S:11]([C:14]1[CH:19]=[CH:18][C:17]([O:20][CH3:21])=[C:16]([N:22]3[CH2:27][CH2:26][NH:25][CH2:24][CH2:23]3)[CH:15]=1)(=[O:13])=[O:12])[CH:6]=[C:5]2[CH3:28].[C:29]([BH3-])#N.[Na+].C=O. (4) Given the product [C:1]([C:3]1[CH:4]=[C:5]([CH:37]([CH3:39])[CH3:38])[C:6]2[O:10][C:9]([C:11]3[CH:35]=[CH:34][C:14]([C:15]([NH:17][CH2:18][CH:19]4[CH2:24][CH2:23][C:22]([C:41]5[CH:46]=[CH:45][C:44]([C:47]([F:50])([F:49])[F:48])=[CH:43][N:42]=5)=[CH:21][CH2:20]4)=[O:16])=[CH:13][CH:12]=3)=[N:8][C:7]=2[CH:36]=1)#[N:2], predict the reactants needed to synthesize it. The reactants are: [C:1]([C:3]1[CH:4]=[C:5]([CH:37]([CH3:39])[CH3:38])[C:6]2[O:10][C:9]([C:11]3[CH:35]=[CH:34][C:14]([C:15]([NH:17][CH2:18][CH:19]4[CH2:24][CH2:23][C:22](B5OC(C)(C)C(C)(C)O5)=[CH:21][CH2:20]4)=[O:16])=[CH:13][CH:12]=3)=[N:8][C:7]=2[CH:36]=1)#[N:2].Br[C:41]1[CH:46]=[CH:45][C:44]([C:47]([F:50])([F:49])[F:48])=[CH:43][N:42]=1.C(=O)([O-])[O-].[Cs+].[Cs+]. (5) Given the product [CH2:1]([N:8]1[C:13](=[O:14])[C:12]2[C:15]([CH3:18])=[N:16][S:17][C:11]=2[N:10]=[C:9]1[CH:19]([N:22]([CH2:23][CH2:24][CH2:25][N:26]([CH3:27])[CH3:28])[C:41](=[O:42])[C:38]1[CH:39]=[CH:40][C:35]([CH3:44])=[CH:36][CH:37]=1)[CH2:20][CH3:21])[C:2]1[CH:7]=[CH:6][CH:5]=[CH:4][CH:3]=1, predict the reactants needed to synthesize it. The reactants are: [CH2:1]([N:8]1[C:13](=[O:14])[C:12]2[C:15]([CH3:18])=[N:16][S:17][C:11]=2[N:10]=[C:9]1[CH:19]([NH:22][CH2:23][CH2:24][CH2:25][N:26]([CH3:28])[CH3:27])[CH2:20][CH3:21])[C:2]1[CH:7]=[CH:6][CH:5]=[CH:4][CH:3]=1.C(=O)([O-])[O-].[K+].[K+].[C:35]1([CH3:44])[CH:40]=[CH:39][C:38]([C:41](Cl)=[O:42])=[CH:37][CH:36]=1. (6) The reactants are: [CH:1]([Mg]Cl)([CH3:3])[CH3:2].[F:6][C:7]1[CH:12]=[C:11]([C:13]([F:16])([F:15])[F:14])[CH:10]=[CH:9][C:8]=1[C:17]1[C:18]2[C:25](=[O:26])[CH2:24][CH2:23][C:19]=2[CH:20]=[N:21][CH:22]=1. Given the product [F:6][C:7]1[CH:12]=[C:11]([C:13]([F:16])([F:15])[F:14])[CH:10]=[CH:9][C:8]=1[C:17]1[C:18]2[C:25]([CH:1]([CH3:3])[CH3:2])([OH:26])[CH2:24][CH2:23][C:19]=2[CH:20]=[N:21][CH:22]=1, predict the reactants needed to synthesize it. (7) Given the product [O:1]([CH:8]([C:10]1[CH:19]=[CH:18][C:13]([C:14]([OH:16])=[O:15])=[CH:12][N:11]=1)[CH3:9])[C:2]1[CH:7]=[CH:6][CH:5]=[CH:4][CH:3]=1, predict the reactants needed to synthesize it. The reactants are: [O:1]([CH:8]([C:10]1[CH:19]=[CH:18][C:13]([C:14]([O:16]C)=[O:15])=[CH:12][N:11]=1)[CH3:9])[C:2]1[CH:7]=[CH:6][CH:5]=[CH:4][CH:3]=1.[OH-].[Li+].